Dataset: Forward reaction prediction with 1.9M reactions from USPTO patents (1976-2016). Task: Predict the product of the given reaction. (1) The product is: [O:31]=[C:26]1[NH:27][C:28](=[O:30])[C:29](=[CH:1][C:3]2[CH:4]=[CH:5][C:6]([C:9]3[CH:14]=[CH:13][CH:12]=[C:11]([CH2:15][N:16]([CH3:24])[C:17](=[O:23])[O:18][C:19]([CH3:20])([CH3:22])[CH3:21])[CH:10]=3)=[CH:7][CH:8]=2)[S:25]1. Given the reactants [CH:1]([C:3]1[CH:8]=[CH:7][C:6]([C:9]2[CH:14]=[CH:13][CH:12]=[C:11]([CH2:15][N:16]([CH3:24])[C:17](=[O:23])[O:18][C:19]([CH3:22])([CH3:21])[CH3:20])[CH:10]=2)=[CH:5][CH:4]=1)=O.[S:25]1[CH2:29][C:28](=[O:30])[NH:27][C:26]1=[O:31], predict the reaction product. (2) Given the reactants [CH2:1]([O:3][C:4](=[O:12])[CH2:5]P(OC)(OC)=O)[CH3:2].CC([O-])(C)C.[K+].[F:19][C:20]1[CH:27]=[C:26]([F:28])[CH:25]=[C:24]([F:29])[C:21]=1[CH:22]=O.[Cl-].[NH4+], predict the reaction product. The product is: [F:19][C:20]1[CH:27]=[C:26]([F:28])[CH:25]=[C:24]([F:29])[C:21]=1/[CH:22]=[CH:5]/[C:4]([O:3][CH2:1][CH3:2])=[O:12]. (3) Given the reactants [CH:1]1([C:4]2[CH:27]=[CH:26][C:7]([C:8]([N:10]([C@@H:12]3[CH2:17][CH2:16][NH:15][CH2:14][C@H:13]3[C:18]3[CH:23]=[CH:22][C:21]([Cl:24])=[C:20]([Cl:25])[CH:19]=3)[CH3:11])=[O:9])=[CH:6][CH:5]=2)[CH2:3][CH2:2]1.[CH:28]1([C:31]([N:33]2[CH2:38][CH2:37][CH:36]([C:39](O)=[O:40])[CH2:35][CH2:34]2)=[O:32])[CH2:30][CH2:29]1, predict the reaction product. The product is: [CH:1]1([C:4]2[CH:27]=[CH:26][C:7]([C:8]([N:10]([C@@H:12]3[CH2:17][CH2:16][N:15]([C:39]([CH:36]4[CH2:35][CH2:34][N:33]([C:31]([CH:28]5[CH2:30][CH2:29]5)=[O:32])[CH2:38][CH2:37]4)=[O:40])[CH2:14][C@H:13]3[C:18]3[CH:23]=[CH:22][C:21]([Cl:24])=[C:20]([Cl:25])[CH:19]=3)[CH3:11])=[O:9])=[CH:6][CH:5]=2)[CH2:3][CH2:2]1. (4) Given the reactants C([O:9][CH2:10][CH2:11][N:12]1[C:20]2[C:19]([NH:21][C:22]3[CH:39]=[CH:38][C:25]([O:26][C:27]4[CH:28]=[CH:29][C:30]([F:37])=[C:31]([CH:36]=4)[C:32](OC)=[O:33])=[C:24]([Cl:40])[CH:23]=3)=[N:18][CH:17]=[N:16][C:15]=2[CH:14]=[CH:13]1)(=O)C1C=CC=CC=1.[OH-].[Na+].[CH3:43][C:44]1([NH2:50])[CH2:49][CH2:48][CH2:47][CH2:46][CH2:45]1.Cl.C(N=C=NCCCN(C)C)C.ON1C2C=CC=CC=2N=N1, predict the reaction product. The product is: [Cl:40][C:24]1[CH:23]=[C:22]([NH:21][C:19]2[C:20]3[N:12]([CH2:11][CH2:10][OH:9])[CH:13]=[CH:14][C:15]=3[N:16]=[CH:17][N:18]=2)[CH:39]=[CH:38][C:25]=1[O:26][C:27]1[CH:28]=[CH:29][C:30]([F:37])=[C:31]([CH:36]=1)[C:32]([NH:50][C:44]1([CH3:43])[CH2:49][CH2:48][CH2:47][CH2:46][CH2:45]1)=[O:33].